From a dataset of CYP2C9 inhibition data for predicting drug metabolism from PubChem BioAssay. Regression/Classification. Given a drug SMILES string, predict its absorption, distribution, metabolism, or excretion properties. Task type varies by dataset: regression for continuous measurements (e.g., permeability, clearance, half-life) or binary classification for categorical outcomes (e.g., BBB penetration, CYP inhibition). Dataset: cyp2c9_veith. (1) The result is 0 (non-inhibitor). The drug is CN1CCC(=C2c3ccccc3Sc3ccccc32)CC1. (2) The compound is Cc1[nH]c(N)nc(=S)c1CCC(=O)O. The result is 0 (non-inhibitor). (3) The drug is CCCC[C@@H]1C[C@H]1C(NC(=O)c1ccco1)c1ccc(-c2ccccc2)cc1. The result is 1 (inhibitor).